Dataset: Catalyst prediction with 721,799 reactions and 888 catalyst types from USPTO. Task: Predict which catalyst facilitates the given reaction. (1) Reactant: [Cl:1][C:2]1[C:7]([Cl:8])=[CH:6][CH:5]=[CH:4][C:3]=1[S:9]([N:12]([CH2:36][O:37][CH2:38][CH2:39][Si:40]([CH3:43])([CH3:42])[CH3:41])[C:13]1[N:14]=[CH:15][C:16]([S:21][CH2:22][C@@H:23]([C:32]([O:34]C)=[O:33])[NH:24][C:25]([O:27][C:28]([CH3:31])([CH3:30])[CH3:29])=[O:26])=[N:17][C:18]=1[O:19][CH3:20])(=[O:11])=[O:10].[OH-].[Li+].[Cl-].[NH4+]. Product: [Cl:1][C:2]1[C:7]([Cl:8])=[CH:6][CH:5]=[CH:4][C:3]=1[S:9]([N:12]([CH2:36][O:37][CH2:38][CH2:39][Si:40]([CH3:43])([CH3:42])[CH3:41])[C:13]1[N:14]=[CH:15][C:16]([S:21][CH2:22][C@@H:23]([C:32]([OH:34])=[O:33])[NH:24][C:25]([O:27][C:28]([CH3:31])([CH3:30])[CH3:29])=[O:26])=[N:17][C:18]=1[O:19][CH3:20])(=[O:10])=[O:11]. The catalyst class is: 30. (2) Reactant: [C:1](Cl)(=[O:5])C(Cl)=O.[Cl:7][C:8]1[CH:16]=[CH:15][C:14]([N:17]2[CH:21]=[CH:20][CH:19]=[CH:18]2)=[CH:13][C:9]=1[C:10]([NH2:12])=[O:11].[NH2:22][C:23]1[S:24][C:25]2[CH:31]=[C:30]([S:32]([C@H:35]3[CH2:39][CH2:38][N:37](C(OC(C)(C)C)=O)[CH2:36]3)(=[O:34])=[O:33])[CH:29]=[CH:28][C:26]=2[N:27]=1. Product: [Cl:7][C:8]1[CH:16]=[CH:15][C:14]([N:17]2[CH:21]=[CH:20][CH:19]=[CH:18]2)=[CH:13][C:9]=1[C:10]([NH:12][C:1](=[O:5])[NH:22][C:23]1[S:24][C:25]2[CH:31]=[C:30]([S:32]([C@H:35]3[CH2:39][CH2:38][NH:37][CH2:36]3)(=[O:34])=[O:33])[CH:29]=[CH:28][C:26]=2[N:27]=1)=[O:11]. The catalyst class is: 1. (3) Reactant: C([O:5][C:6](=[O:30])[CH:7]([NH:17][C:18]([NH:20][CH:21]([C:27]([OH:29])=[O:28])[CH2:22][CH2:23][CH2:24][CH2:25][NH2:26])=[O:19])[CH2:8][CH2:9][C:10]([O:12]C(C)(C)C)=[O:11])(C)(C)C.O1CCOCC1.[I:37][C:38]1[CH:43]=[CH:42][C:41]([S:44](Cl)(=[O:46])=[O:45])=[CH:40][CH:39]=1. Product: [C:27]([CH:21]([NH:20][C:18](=[O:19])[NH:17][CH:7]([CH2:8][CH2:9][C:10]([OH:12])=[O:11])[C:6]([OH:5])=[O:30])[CH2:22][CH2:23][CH2:24][CH2:25][NH:26][S:44]([C:41]1[CH:42]=[CH:43][C:38]([I:37])=[CH:39][CH:40]=1)(=[O:46])=[O:45])([OH:29])=[O:28]. The catalyst class is: 6.